Dataset: Reaction yield outcomes from USPTO patents with 853,638 reactions. Task: Predict the reaction yield, written as a fraction of the theoretical maximum amount of product (1.0 means a 100% yield; for example, 0.34 means a 34% yield). (1) The reactants are [CH2:1]([O:3][C:4](=[O:14])[C:5]1[C:10](Cl)=[CH:9][C:8](Cl)=[N:7][C:6]=1[CH3:13])C.[CH3:15][O-:16].[Na+].[CH3:18][OH:19]. No catalyst specified. The product is [CH3:1][O:3][C:4](=[O:14])[C:5]1[C:10]([O:16][CH3:15])=[CH:9][C:8]([O:19][CH3:18])=[N:7][C:6]=1[CH3:13]. The yield is 0.670. (2) The reactants are [Cl:1][C:2]1[N:7]=[C:6](Cl)[C:5]([C:9]([NH:11][CH2:12][C:13]2[CH:18]=[CH:17][C:16]([C:19]([F:22])([F:21])[F:20])=[CH:15][CH:14]=2)=[O:10])=[CH:4][N:3]=1.[CH2:23]([N:25](CC)[CH2:26][CH3:27])[CH3:24]. The catalyst is O1CCCC1.N1CCCC1. The product is [Cl:1][C:2]1[N:7]=[C:6]([N:25]2[CH2:26][CH2:27][CH2:24][CH2:23]2)[C:5]([C:9]([NH:11][CH2:12][C:13]2[CH:18]=[CH:17][C:16]([C:19]([F:22])([F:21])[F:20])=[CH:15][CH:14]=2)=[O:10])=[CH:4][N:3]=1. The yield is 0.860. (3) The reactants are [CH:1]1([CH2:6][C@@H:7]([C:20]([NH:22][NH:23][C:24]2[C:29]([F:30])=[C:28]([N:31]3[CH2:37][CH:36]([N:38]([CH3:40])[CH3:39])[C:33]4([CH2:35][CH2:34]4)[CH2:32]3)[N:27]=[C:26]([CH2:41][CH3:42])[N:25]=2)=[O:21])[CH2:8][N:9]([O:12]CC2C=CC=CC=2)[CH:10]=[O:11])[CH2:5][CH2:4][CH2:3][CH2:2]1. The catalyst is CO.[Pd]. The product is [CH:1]1([CH2:6][C@@H:7]([C:20]([NH:22][NH:23][C:24]2[C:29]([F:30])=[C:28]([N:31]3[CH2:37][CH:36]([N:38]([CH3:40])[CH3:39])[C:33]4([CH2:35][CH2:34]4)[CH2:32]3)[N:27]=[C:26]([CH2:41][CH3:42])[N:25]=2)=[O:21])[CH2:8][N:9]([OH:12])[CH:10]=[O:11])[CH2:2][CH2:3][CH2:4][CH2:5]1. The yield is 0.890. (4) The reactants are II.F[C:4](F)(F)[C:5]([O:7][C:8]1[C:13]([F:14])=[C:12]([F:15])[C:11]([F:16])=[C:10]([F:17])[C:9]=1[F:18])=[O:6].[CH:38]1[CH:39]=[CH:34]C(P([C:34]2[CH:39]=[CH:38][CH:37]=[CH:36]C=2)[C:38]2[CH:39]=[CH:34]C=[CH:36][CH:37]=2)=[CH:36][CH:37]=1.[NH:40]1[CH:44]=CN=C1. The catalyst is C(#N)C.C(OCC)C. The product is [C:44]([C:39]1[CH:34]=[C:4]([CH:36]=[CH:37][C:38]=1[O:7][CH:8]([CH3:13])[CH3:9])[C:5]([O:7][C:8]1[C:13]([F:14])=[C:12]([F:15])[C:11]([F:16])=[C:10]([F:17])[C:9]=1[F:18])=[O:6])#[N:40]. The yield is 0.920. (5) The reactants are [F:1][C:2]([F:9])([F:8])[C:3]([O:5]CC)=O.C[O-].[Na+].CO.[CH3:15][C:16]([C:18]1[CH:23]=[CH:22][C:21]([S:24][CH3:25])=[CH:20][CH:19]=1)=[O:17].Cl. The catalyst is CC(OC)(C)C. The product is [F:9][C:2]([F:1])([F:8])[C:3](=[O:5])[CH2:15][C:16]([C:18]1[CH:23]=[CH:22][C:21]([S:24][CH3:25])=[CH:20][CH:19]=1)=[O:17]. The yield is 0.710. (6) The reactants are [CH2:1]([NH:3][C:4]1[CH:9]=[C:8](F)[CH:7]=[CH:6][C:5]=1[N+:11]([O-:13])=[O:12])[CH3:2].[NH:14]1[CH2:19][CH2:18][NH:17][CH2:16][CH2:15]1.C([O-])([O-])=O.[K+].[K+]. The catalyst is CN(C=O)C. The product is [CH2:1]([NH:3][C:4]1[CH:9]=[C:8]([N:14]2[CH2:19][CH2:18][NH:17][CH2:16][CH2:15]2)[CH:7]=[CH:6][C:5]=1[N+:11]([O-:13])=[O:12])[CH3:2]. The yield is 0.750. (7) The reactants are [CH:1]([C:4]1[CH:10]=[CH:9][CH:8]=[C:7]([CH:11]([CH3:13])[CH3:12])[C:5]=1[NH2:6])([CH3:3])[CH3:2].C([N:16]([CH2:19][CH3:20])[CH2:17][CH3:18])C.[C:21]1([CH3:27])[CH:26]=[CH:25][CH:24]=[CH:23][CH:22]=1. No catalyst specified. The product is [CH:11]([C:7]1[CH:8]=[CH:9][CH:10]=[C:4]([CH:1]([CH3:3])[CH3:2])[C:5]=1[NH:6][C:19](=[N:16][C:17]1[C:18]([CH:9]([CH3:10])[CH3:8])=[CH:23][CH:24]=[CH:25][C:26]=1[CH:21]([CH3:22])[CH3:27])[C:20]1[CH:7]=[CH:5][CH:4]=[CH:1][CH:2]=1)([CH3:13])[CH3:12]. The yield is 0.850. (8) The product is [C:16]([OH:23])(=[O:22])/[CH:17]=[CH:18]\[C:19]([OH:21])=[O:20].[OH:1][CH2:2][C@@H:3]1[O:8][CH2:7][CH2:6][NH:5][CH2:4]1. The reactants are [OH:1][CH2:2][CH:3]1[O:8][CH2:7][CH2:6][NH:5][CH2:4]1.O1CCCNCC1.[C:16]([OH:23])(=[O:22])/[CH:17]=[CH:18]\[C:19]([OH:21])=[O:20]. The yield is 0.392. The catalyst is CO.